This data is from Forward reaction prediction with 1.9M reactions from USPTO patents (1976-2016). The task is: Predict the product of the given reaction. (1) Given the reactants [N:1]1[CH:6]=[CH:5][C:4]([NH:7][C:8]([C:10]2[C:18]3[C:17]4[CH:19]=[CH:20][CH:21]=[CH:22][C:16]=4[O:15][C:14]=3[C:13]([O:23][CH3:24])=[CH:12][CH:11]=2)=[O:9])=[CH:3][CH:2]=1.ClC1C=CC=C(C(OO)=[O:33])C=1, predict the reaction product. The product is: [N:1]1[CH:2]=[CH:3][C:4]([NH+:7]([O-:33])[C:8]([C:10]2[C:18]3[C:17]4[CH:19]=[CH:20][CH:21]=[CH:22][C:16]=4[O:15][C:14]=3[C:13]([O:23][CH3:24])=[CH:12][CH:11]=2)=[O:9])=[CH:5][CH:6]=1. (2) Given the reactants [NH2:1][C:2]1[C:3]([CH3:21])=[CH:4][C:5]([C:8]2[CH:9]=[C:10]([CH:17]=[CH:18][C:19]=2[CH3:20])[C:11]([NH:13][CH:14]2[CH2:16][CH2:15]2)=[O:12])=[N:6][CH:7]=1.[C:22]([O-:25])(=O)[CH3:23].[K+].C(OC(=O)C)(=O)C.C(O[N:39]=O)(C)(C)C.C1OCCOCCOCCOCCOCCOC1, predict the reaction product. The product is: [C:22]([N:1]1[C:2]2=[CH:7][N:6]=[C:5]([C:8]3[CH:9]=[C:10]([CH:17]=[CH:18][C:19]=3[CH3:20])[C:11]([NH:13][CH:14]3[CH2:15][CH2:16]3)=[O:12])[CH:4]=[C:3]2[CH:21]=[N:39]1)(=[O:25])[CH3:23]. (3) The product is: [CH2:1]([O:19][C:13]1[CH:12]=[C:11]([O:20][CH2:1][C:2]2[CH:7]=[CH:6][CH:5]=[CH:4][CH:3]=2)[C:10]([Cl:9])=[CH:15][C:14]=1[C:16](=[O:18])[CH3:17])[C:2]1[CH:7]=[CH:6][CH:5]=[CH:4][CH:3]=1. Given the reactants [CH2:1](Br)[C:2]1[CH:7]=[CH:6][CH:5]=[CH:4][CH:3]=1.[Cl:9][C:10]1[C:11]([OH:20])=[CH:12][C:13]([OH:19])=[C:14]([C:16](=[O:18])[CH3:17])[CH:15]=1.C(=O)([O-])[O-].[K+].[K+], predict the reaction product. (4) The product is: [ClH:15].[OH:12][C:7]1[NH:8][C:9]2[C:5]([C:6]=1[C:16]1[CH:17]=[CH:18][C:19]([CH2:22][N:23]3[CH2:28][CH2:27][O:26][CH2:25][CH2:24]3)=[CH:20][N:21]=1)=[CH:4][C:3]([C:1]#[N:2])=[CH:11][CH:10]=2. Given the reactants [C:1]([C:3]1[CH:4]=[C:5]2[C:9](=[CH:10][CH:11]=1)[NH:8][C:7](=[O:12])[CH2:6]2)#[N:2].[H-].[Na+].[Cl:15][C:16]1[N:21]=[CH:20][C:19]([CH2:22][N:23]2[CH2:28][CH2:27][O:26][CH2:25][CH2:24]2)=[CH:18][CH:17]=1, predict the reaction product. (5) Given the reactants C([Si](C)(C)[O:6][CH2:7][CH2:8][N:9]([CH3:32])[C@@H:10]1[C:19]2[CH:18]=[C:17]([NH:20][C:21](=[O:23])[CH3:22])[CH:16]=[CH:15][C:14]=2[C@H:13]([C:24]2[CH:29]=[CH:28][C:27]([Cl:30])=[C:26]([Cl:31])[CH:25]=2)[CH2:12][CH2:11]1)(C)(C)C.[F-].C([N+](CCCC)(CCCC)CCCC)CCC, predict the reaction product. The product is: [Cl:31][C:26]1[CH:25]=[C:24]([C@@H:13]2[CH2:12][CH2:11][C@H:10]([N:9]([CH2:8][CH2:7][OH:6])[CH3:32])[C:19]3[CH:18]=[C:17]([NH:20][C:21](=[O:23])[CH3:22])[CH:16]=[CH:15][C:14]2=3)[CH:29]=[CH:28][C:27]=1[Cl:30].